Dataset: Full USPTO retrosynthesis dataset with 1.9M reactions from patents (1976-2016). Task: Predict the reactants needed to synthesize the given product. (1) Given the product [C:33]([C:31]1[N:32]=[C:27]([CH2:26][CH:17]([C:6]2[CH:5]=[CH:4][C:3]([O:2][CH3:1])=[CH:8][C:7]=2[NH:9][C:10](=[O:16])[O:11][C:12]([CH3:15])([CH3:14])[CH3:13])[C:18](=[O:22])[CH:19]([CH3:20])[CH3:21])[CH:28]=[CH:29][CH:30]=1)#[N:34], predict the reactants needed to synthesize it. The reactants are: [CH3:1][O:2][C:3]1[CH:4]=[CH:5][C:6]([CH2:17][C:18](=[O:22])[CH:19]([CH3:21])[CH3:20])=[C:7]([NH:9][C:10](=[O:16])[O:11][C:12]([CH3:15])([CH3:14])[CH3:13])[CH:8]=1.[H-].[Na+].Cl[CH2:26][C:27]1[N:32]=[C:31]([C:33]#[N:34])[CH:30]=[CH:29][CH:28]=1.[Cl-].[NH4+]. (2) Given the product [NH:1]1[CH:5]=[C:4]([CH2:6][CH2:7][CH2:8][C:9]([NH:12][CH:13]2[CH2:14][CH2:15][N:16]([C:19]([O:21][CH2:22][C:23]3[CH:24]=[C:25]([CH3:30])[CH:26]=[C:27]([CH3:29])[CH:28]=3)=[O:20])[CH2:17][CH2:18]2)=[O:10])[N:3]=[N:2]1, predict the reactants needed to synthesize it. The reactants are: [NH:1]1[CH:5]=[C:4]([CH2:6][CH2:7][CH2:8][C:9](Cl)=[O:10])[N:3]=[N:2]1.[NH2:12][CH:13]1[CH2:18][CH2:17][N:16]([C:19]([O:21][CH2:22][C:23]2[CH:28]=[C:27]([CH3:29])[CH:26]=[C:25]([CH3:30])[CH:24]=2)=[O:20])[CH2:15][CH2:14]1.CCN(C(C)C)C(C)C. (3) Given the product [NH2:1][C:2]1[C:19]([C:33]#[C:32][Si:29]([CH3:31])([CH3:30])[CH3:28])=[CH:18][C:5]([C:6]([N:8]=[S@@:9]([CH3:17])(=[O:16])[C:10]2[CH:15]=[CH:14][CH:13]=[CH:12][CH:11]=2)=[O:7])=[CH:4][N:3]=1, predict the reactants needed to synthesize it. The reactants are: [NH2:1][C:2]1[C:19](I)=[CH:18][C:5]([C:6]([N:8]=[S@@:9]([CH3:17])(=[O:16])[C:10]2[CH:15]=[CH:14][CH:13]=[CH:12][CH:11]=2)=[O:7])=[CH:4][N:3]=1.C(N(CC)CC)C.[CH3:28][Si:29]([C:32]#[CH:33])([CH3:31])[CH3:30]. (4) Given the product [Cl:1][C:2]1[CH:3]=[C:4]2[C:10]3([CH2:14][CH2:13][N:12]([C:15]([O:17][C:18]([CH3:21])([CH3:20])[CH3:19])=[O:16])[CH2:11]3)[CH2:9][N:8]([C:30](=[O:31])[C:29]([F:40])([F:39])[F:28])[C:5]2=[CH:6][CH:7]=1, predict the reactants needed to synthesize it. The reactants are: [Cl:1][C:2]1[CH:3]=[C:4]2[C:10]3([CH2:14][CH2:13][N:12]([C:15]([O:17][C:18]([CH3:21])([CH3:20])[CH3:19])=[O:16])[CH2:11]3)[CH2:9][NH:8][C:5]2=[CH:6][CH:7]=1.N1C=CC=CC=1.[F:28][C:29]([F:40])([F:39])[C:30](O[C:30](=[O:31])[C:29]([F:40])([F:39])[F:28])=[O:31]. (5) Given the product [Br:1][C:2]1[CH:26]=[CH:25][CH:24]=[CH:23][C:3]=1[CH2:4][O:5][C:6]1[CH:13]=[C:12]([O:14][CH2:15][CH2:16][N:17]2[CH2:22][CH2:21][O:20][CH2:19][CH2:18]2)[CH:11]=[CH:10][C:7]=1[CH:8]=[C:30]1[S:29][C:28](=[S:27])[NH:32][C:31]1=[O:33], predict the reactants needed to synthesize it. The reactants are: [Br:1][C:2]1[CH:26]=[CH:25][CH:24]=[CH:23][C:3]=1[CH2:4][O:5][C:6]1[CH:13]=[C:12]([O:14][CH2:15][CH2:16][N:17]2[CH2:22][CH2:21][O:20][CH2:19][CH2:18]2)[CH:11]=[CH:10][C:7]=1[CH:8]=O.[S:27]=[C:28]1[NH:32][C:31](=[O:33])[CH2:30][S:29]1.